Dataset: Full USPTO retrosynthesis dataset with 1.9M reactions from patents (1976-2016). Task: Predict the reactants needed to synthesize the given product. (1) The reactants are: [NH2:1][C:2](=[O:21])[C@@H:3]([NH:10]C(=O)OCC1C=CC=CC=1)[CH2:4][O:5][C:6]([CH3:9])([CH3:8])[CH3:7].[ClH:22].[H][H]. Given the product [ClH:22].[NH2:10][C@@H:3]([CH2:4][O:5][C:6]([CH3:9])([CH3:8])[CH3:7])[C:2]([NH2:1])=[O:21], predict the reactants needed to synthesize it. (2) Given the product [CH3:1][N:21]1[C:22]2[C:18](=[CH:17][CH:16]=[C:15]([N+:12]([O-:14])=[O:13])[CH:23]=2)[CH2:19][CH2:20]1, predict the reactants needed to synthesize it. The reactants are: [CH3:1]N1C2C(=CC=C(N)C=2)CC1.[N+:12]([C:15]1[CH:23]=[C:22]2[C:18]([CH2:19][CH2:20][NH:21]2)=[CH:17][CH:16]=1)([O-:14])=[O:13].CI.C([O-])([O-])=O.[K+].[K+]. (3) Given the product [F:59][C:56]1[CH:57]=[CH:58][C:53]([CH:45]([C:46]2[CH:51]=[CH:50][C:49]([F:52])=[CH:48][CH:47]=2)[C@@H:36]([C:35]([NH:34][C:7]2[CH:6]=[N:5][CH:4]=[C:3]([F:2])[C:8]=2[CH2:9][CH2:10][C@H:11]2[O:16][CH2:15][C@@H:14]([CH2:17][O:18][C:19](=[O:26])[NH:20][CH2:21][C:22]([F:24])([F:23])[F:25])[NH:13][CH2:12]2)=[O:60])[NH:37][C:38]([O:40][CH2:41][CH:42]([CH3:43])[CH3:44])=[O:39])=[CH:54][CH:55]=1, predict the reactants needed to synthesize it. The reactants are: Cl.[F:2][C:3]1[CH:4]=[N:5][CH:6]=[C:7]([NH:34][C:35](=[O:60])[C@H:36]([CH:45]([C:53]2[CH:58]=[CH:57][C:56]([F:59])=[CH:55][CH:54]=2)[C:46]2[CH:51]=[CH:50][C:49]([F:52])=[CH:48][CH:47]=2)[NH:37][C:38]([O:40][CH2:41][CH:42]([CH3:44])[CH3:43])=[O:39])[C:8]=1[CH2:9][CH2:10][C@H:11]1[O:16][CH2:15][C@@H:14]([CH2:17][O:18][C:19](=[O:26])[NH:20][CH2:21][C:22]([F:25])([F:24])[F:23])[N:13](C(OC(C)(C)C)=O)[CH2:12]1.